This data is from Reaction yield outcomes from USPTO patents with 853,638 reactions. The task is: Predict the reaction yield, written as a fraction of the theoretical maximum amount of product (1.0 means a 100% yield; for example, 0.34 means a 34% yield). The reactants are [CH2:1]([C:3]1[CH:8]=[CH:7][C:6]([S:9](Cl)(=[O:11])=[O:10])=[CH:5][CH:4]=1)[CH3:2].[CH3:13][C:14]1[CH:18]=[C:17]([NH2:19])[N:16]([C:20]2[CH:29]=[CH:28][CH:27]=[C:26]3[C:21]=2[CH:22]=[CH:23][CH:24]=[N:25]3)[N:15]=1.ClCCl. The catalyst is N1C=CC=CC=1. The product is [CH2:1]([C:3]1[CH:8]=[CH:7][C:6]([S:9]([NH:19][C:17]2[N:16]([C:20]3[CH:29]=[CH:28][CH:27]=[C:26]4[C:21]=3[CH:22]=[CH:23][CH:24]=[N:25]4)[N:15]=[C:14]([CH3:13])[CH:18]=2)(=[O:11])=[O:10])=[CH:5][CH:4]=1)[CH3:2]. The yield is 0.380.